From a dataset of Full USPTO retrosynthesis dataset with 1.9M reactions from patents (1976-2016). Predict the reactants needed to synthesize the given product. (1) Given the product [NH2:12][C:7]1[CH:8]=[CH:9][C:10]([F:11])=[C:5]([S:2]([NH2:1])(=[O:3])=[O:4])[CH:6]=1, predict the reactants needed to synthesize it. The reactants are: [NH2:1][S:2]([C:5]1[CH:6]=[C:7]([N+:12]([O-])=O)[CH:8]=[CH:9][C:10]=1[F:11])(=[O:4])=[O:3]. (2) Given the product [CH2:44]([N:42]1[CH:43]=[C:39]([NH:38][C:56](=[O:55])[CH2:61][C:8]2[N:7]=[CH:6][C:11]([O:27][C:18]3[C:17]4[C:22](=[CH:23][C:24]([O:25][CH3:26])=[C:15]([O:14][CH3:13])[CH:16]=4)[N:21]=[CH:20][CH:19]=3)=[CH:10][N:9]=2)[CH:40]=[N:41]1)[CH3:45], predict the reactants needed to synthesize it. The reactants are: Cl.CN(C)CC[CH2:6][N:7]=[C:8]=[N:9][CH2:10][CH3:11].[CH3:13][O:14][C:15]1[CH:16]=[C:17]2[C:22](=[CH:23][C:24]=1[O:25][CH3:26])[N:21]=[CH:20][CH:19]=[C:18]2[O:27]C1C=CN=C(CC(O)=O)N=1.[NH2:38][C:39]1[CH:40]=[N:41][N:42]([CH2:44][CH3:45])[CH:43]=1.C(N(C(C)C)CC)(C)C.[OH:55][C:56]1[CH:61]=CC=C[N+]=1[O-]. (3) Given the product [CH3:12][C:3]1[CH:4]=[C:5]([CH:10]=[CH:11][C:2]=1[O:1][CH2:20][C:21]([F:24])([F:23])[F:22])[C:6]([O:8][CH3:9])=[O:7], predict the reactants needed to synthesize it. The reactants are: [OH:1][C:2]1[CH:11]=[CH:10][C:5]([C:6]([O:8][CH3:9])=[O:7])=[CH:4][C:3]=1[CH3:12].C(=O)([O-])[O-].[Cs+].[Cs+].Br[CH2:20][C:21]([F:24])([F:23])[F:22]. (4) Given the product [Br:16][C:17]1[CH:22]=[CH:21][CH:20]=[C:19]([F:23])[C:18]=1[CH:27]=[O:28], predict the reactants needed to synthesize it. The reactants are: [Li]CCCC.CC1(C)CCCC(C)(C)N1.[Br:16][C:17]1[CH:18]=[C:19]([F:23])[CH:20]=[CH:21][CH:22]=1.CN([CH:27]=[O:28])C. (5) The reactants are: Br[C:2]1[CH:3]=[C:4]([Si:13]([CH2:18][CH3:19])([CH2:16][CH3:17])[CH2:14][CH3:15])[C:5]2[O:9][C:8]([F:11])([F:10])[O:7][C:6]=2[CH:12]=1.[C:20](=[O:22])=[O:21].[NH4+].[Cl-].Cl. Given the product [F:10][C:8]1([F:11])[O:9][C:5]2[C:4]([Si:13]([CH2:18][CH3:19])([CH2:16][CH3:17])[CH2:14][CH3:15])=[CH:3][C:2]([C:20]([OH:22])=[O:21])=[CH:12][C:6]=2[O:7]1, predict the reactants needed to synthesize it. (6) Given the product [C:44]([O:48][C:49]([N:51]1[CH2:56][CH2:55][CH:54]([C:57]2[CH:62]=[CH:61][C:60]([NH:63][C:73]([C:10]3([C:16]([F:17])([F:18])[F:19])[CH:11]=[CH:12][N:8]([C:3]4[CH:4]=[CH:5][CH:6]=[CH:7][C:2]=4[Cl:1])[NH:9]3)=[O:74])=[CH:59][CH:58]=2)[CH2:53][CH2:52]1)=[O:50])([CH3:47])([CH3:45])[CH3:46], predict the reactants needed to synthesize it. The reactants are: [Cl:1][C:2]1[CH:7]=[CH:6][CH:5]=[CH:4][C:3]=1[N:8]1[CH:12]=[C:11](C(O)=O)[C:10]([C:16]([F:19])([F:18])[F:17])=[N:9]1.F[P-](F)(F)(F)(F)F.Br[P+](N1CCCC1)(N1CCCC1)N1CCCC1.[C:44]([O:48][C:49]([N:51]1[CH2:56][CH2:55][CH:54]([C:57]2[CH:62]=[CH:61][C:60]([NH2:63])=[CH:59][CH:58]=2)[CH2:53][CH2:52]1)=[O:50])([CH3:47])([CH3:46])[CH3:45].C(N(C(C)C)CC)(C)C.[CH3:73][OH:74]. (7) Given the product [CH3:28][C:29]1[CH:32]=[CH:3][CH:2]=[C:7]([CH3:6])[C:30]=1[N:9]1[CH:43]=[C:42]([C:47]2[CH:48]=[C:49]([CH:50]=[CH:51][CH:52]=2)[N:21]([C:2]2[CH:7]=[CH:6][CH:5]=[C:4]([C:8]3[N:9]=[CH:10][N:11]([C:13]4[C:18]([CH3:19])=[CH:17][CH:16]=[CH:15][C:14]=4[CH3:20])[CH:12]=3)[CH:3]=2)[C:22]2[CH:27]=[CH:26][CH:25]=[CH:24][CH:23]=2)[N:11]=[CH:10]1, predict the reactants needed to synthesize it. The reactants are: Cl[C:2]1[CH:3]=[C:4]([C:8]2[N:9]=[CH:10][N:11]([C:13]3[C:18]([CH3:19])=[CH:17][CH:16]=[CH:15][C:14]=3[CH3:20])[CH:12]=2)[CH:5]=[CH:6][CH:7]=1.[NH2:21][C:22]1[CH:27]=[CH:26][CH:25]=[CH:24][CH:23]=1.[CH3:28][C:29]([CH3:32])([O-])[CH3:30].[Na+].C1(P(C2CCCCC2)C2C=CC=[CH:43][C:42]=2[C:47]2[C:52](OC)=[CH:51][CH:50]=[CH:49][C:48]=2OC)CCCCC1. (8) Given the product [C:1]([NH:5][C:6](=[O:15])[C:7]1[CH:12]=[CH:11][C:10]([I:13])=[C:9]([O:14][CH2:28][C:29]([F:32])([F:31])[F:30])[CH:8]=1)([CH3:4])([CH3:2])[CH3:3], predict the reactants needed to synthesize it. The reactants are: [C:1]([NH:5][C:6](=[O:15])[C:7]1[CH:12]=[CH:11][C:10]([I:13])=[C:9]([OH:14])[CH:8]=1)([CH3:4])([CH3:3])[CH3:2].C([O-])([O-])=O.[K+].[K+].FC(F)(F)S(O[CH2:28][C:29]([F:32])([F:31])[F:30])(=O)=O.